Dataset: Full USPTO retrosynthesis dataset with 1.9M reactions from patents (1976-2016). Task: Predict the reactants needed to synthesize the given product. (1) Given the product [CH:24]1([CH2:30][O:31][C:3]2[N:8]=[C:7]([C:9]3[CH:14]=[CH:13][C:12]([Cl:15])=[CH:11][C:10]=3[Cl:16])[C:6]([C:17]3[CH:22]=[CH:21][C:20]([Cl:23])=[CH:19][CH:18]=3)=[CH:5][N:4]=2)[CH2:29][CH2:28][CH2:27][CH2:26][CH2:25]1, predict the reactants needed to synthesize it. The reactants are: CS[C:3]1[N:8]=[C:7]([C:9]2[CH:14]=[CH:13][C:12]([Cl:15])=[CH:11][C:10]=2[Cl:16])[C:6]([C:17]2[CH:22]=[CH:21][C:20]([Cl:23])=[CH:19][CH:18]=2)=[CH:5][N:4]=1.[CH:24]1([CH2:30][OH:31])[CH2:29][CH2:28][CH2:27][CH2:26][CH2:25]1. (2) Given the product [C:19]1([C@@H:16]([NH:15][C:5]([C:4]2[C:13]3[C:8](=[CH:9][CH:10]=[CH:11][CH:12]=3)[C:7](=[O:14])[N:25]([C:26]3[CH:27]=[N:28][CH:29]=[CH:30][CH:31]=3)[C:1]=2[CH3:2])=[O:6])[CH2:17][CH3:18])[CH:20]=[CH:21][CH:22]=[CH:23][CH:24]=1, predict the reactants needed to synthesize it. The reactants are: [C:1]([C:4]1[C:13]2[C:8](=[CH:9][CH:10]=[CH:11][CH:12]=2)[C:7](=[O:14])[O:6][C:5]=1[NH:15][C@H:16]([C:19]1[CH:24]=[CH:23][CH:22]=[CH:21][CH:20]=1)[CH2:17][CH3:18])(=O)[CH3:2].[NH2:25][C:26]1[CH:27]=[N:28][CH:29]=[CH:30][CH:31]=1. (3) Given the product [NH2:1][C:2]1[C:3]([C:9]([NH:12][C:13]2[CH:14]=[N:15][CH:16]=[CH:17][CH:18]=2)=[O:11])=[N:4][C:5]([Br:8])=[CH:6][N:7]=1, predict the reactants needed to synthesize it. The reactants are: [NH2:1][C:2]1[C:3]([C:9]([OH:11])=O)=[N:4][C:5]([Br:8])=[CH:6][N:7]=1.[NH2:12][C:13]1[CH:14]=[N:15][CH:16]=[CH:17][CH:18]=1.C(N(CC)CC)C.CN(C(ON1N=NC2C=CC=NC1=2)=[N+](C)C)C.F[P-](F)(F)(F)(F)F. (4) Given the product [Cl:24][C:10]1[CH:9]=[C:8]2[C:13]([C:14](=[O:23])[N:15]([NH:16][C:17]3[CH:22]=[CH:21][CH:20]=[CH:19][CH:18]=3)[C:6]([C@H:2]([NH:1][CH2:47][CH2:46][CH2:45][N:36]3[C:37](=[O:44])[C:38]4[C:43](=[CH:42][CH:41]=[CH:40][CH:39]=4)[C:35]3=[O:34])[CH2:3][C:4]#[CH:5])=[N:7]2)=[CH:12][CH:11]=1, predict the reactants needed to synthesize it. The reactants are: [NH2:1][C@@H:2]([C:6]1[N:15]([NH:16][C:17]2[CH:22]=[CH:21][CH:20]=[CH:19][CH:18]=2)[C:14](=[O:23])[C:13]2[C:8](=[CH:9][C:10]([Cl:24])=[CH:11][CH:12]=2)[N:7]=1)[CH2:3][C:4]#[CH:5].C(N(C(C)C)CC)(C)C.[O:34]=[C:35]1[C:43]2[C:38](=[CH:39][CH:40]=[CH:41][CH:42]=2)[C:37](=[O:44])[N:36]1[CH2:45][CH2:46][CH:47]=O.C(O[BH-](OC(=O)C)OC(=O)C)(=O)C.[Na+].C(=O)([O-])[O-].[Na+].[Na+]. (5) Given the product [CH3:24][C:8]1([C:5]2[CH:4]=[CH:3][CH:2]=[CH:7][CH:6]=2)[CH2:17][CH2:16][C:15]2([CH3:18])[N:10]([CH2:11][CH2:12][C:13]3([CH2:20][CH2:21][CH2:22][O:19]3)[CH2:14]2)[CH2:9]1, predict the reactants needed to synthesize it. The reactants are: F[C:2]1[CH:7]=[CH:6][C:5]([C:8]2([CH3:24])[CH2:17][CH2:16][C:15]3([CH3:18])[N:10]([CH2:11][CH2:12][C:13]([CH2:20][CH2:21][CH2:22]O)([OH:19])[CH2:14]3)[CH2:9]2)=[CH:4][CH:3]=1.ClCCl.CS(Cl)(=O)=O.